Dataset: Full USPTO retrosynthesis dataset with 1.9M reactions from patents (1976-2016). Task: Predict the reactants needed to synthesize the given product. (1) Given the product [C:23]([C:20]1[N:21]=[N:22][C:17]([N:13]2[CH2:12][CH2:11][CH:10]([N:2]([CH3:1])[C:3](=[O:9])[O:4][C:5]([CH3:8])([CH3:6])[CH3:7])[CH2:15][CH2:14]2)=[CH:18][CH:19]=1)#[N:24], predict the reactants needed to synthesize it. The reactants are: [CH3:1][N:2]([CH:10]1[CH2:15][CH2:14][NH:13][CH2:12][CH2:11]1)[C:3](=[O:9])[O:4][C:5]([CH3:8])([CH3:7])[CH3:6].Cl[C:17]1[N:22]=[N:21][C:20]([C:23]#[N:24])=[CH:19][CH:18]=1.CCN(CC)CC. (2) The reactants are: [CH3:1][N:2]1[CH2:9][CH2:8][CH2:7][C@H:3]1[C:4]([OH:6])=O.[Cl:10][C:11]1[CH:12]=[C:13]([NH:25][C:26]2[C:35]3[C:30](=[CH:31][CH:32]=[CH:33][C:34]=3[O:36][CH2:37][CH2:38][NH:39][CH3:40])[N:29]=[CH:28][N:27]=2)[CH:14]=[CH:15][C:16]=1[O:17][CH2:18][C:19]1[CH:24]=[CH:23][CH:22]=[CH:21][N:20]=1. Given the product [Cl:10][C:11]1[CH:12]=[C:13]([NH:25][C:26]2[C:35]3[C:30](=[CH:31][CH:32]=[CH:33][C:34]=3[O:36][CH2:37][CH2:38][N:39]([CH3:40])[C:4](=[O:6])[C@@H:3]3[CH2:7][CH2:8][CH2:9][N:2]3[CH3:1])[N:29]=[CH:28][N:27]=2)[CH:14]=[CH:15][C:16]=1[O:17][CH2:18][C:19]1[CH:24]=[CH:23][CH:22]=[CH:21][N:20]=1, predict the reactants needed to synthesize it. (3) Given the product [Cl:1][C:2]1[CH:3]=[C:4](/[CH:9]=[CH:10]/[C:11]([N:13]2[CH2:19][CH2:18][C:17](=[O:20])[N:16]([CH2:22][CH2:23][CH2:24][N:25]3[CH2:30][CH2:29][CH2:28][CH2:27][CH2:26]3)[CH2:15][CH2:14]2)=[O:12])[CH:5]=[CH:6][C:7]=1[Cl:8], predict the reactants needed to synthesize it. The reactants are: [Cl:1][C:2]1[CH:3]=[C:4](/[CH:9]=[CH:10]/[C:11]([N:13]2[CH2:19][CH2:18][C:17](=[O:20])[NH:16][CH2:15][CH2:14]2)=[O:12])[CH:5]=[CH:6][C:7]=1[Cl:8].Cl[CH2:22][CH2:23][CH2:24][N:25]1[CH2:30][CH2:29][CH2:28][CH2:27][CH2:26]1. (4) Given the product [Br:32][C:12]1[C:13]2[CH:18]=[C:17]([CH2:19][CH2:20][CH2:21][CH2:22][N:23]3[CH:27]=[C:26]([C:28]([O:30][CH3:31])=[O:29])[N:25]=[N:24]3)[N:16]=[N:15][C:14]=2[N:10]([S:7]([C:1]2[CH:6]=[CH:5][CH:4]=[CH:3][CH:2]=2)(=[O:9])=[O:8])[CH:11]=1, predict the reactants needed to synthesize it. The reactants are: [C:1]1([S:7]([N:10]2[C:14]3[N:15]=[N:16][C:17]([CH2:19][CH2:20][CH2:21][CH2:22][N:23]4[CH:27]=[C:26]([C:28]([O:30][CH3:31])=[O:29])[N:25]=[N:24]4)=[CH:18][C:13]=3[CH:12]=[CH:11]2)(=[O:9])=[O:8])[CH:6]=[CH:5][CH:4]=[CH:3][CH:2]=1.[Br:32]Br. (5) The reactants are: [Si:1]([O:8][C@@H:9]1[C@@H:14]([CH:15]2[CH2:17][CH2:16]2)[CH2:13][NH:12][CH2:11][C@H:10]1[NH:18][C:19](=[O:25])[O:20][C:21]([CH3:24])([CH3:23])[CH3:22])([C:4]([CH3:7])([CH3:6])[CH3:5])([CH3:3])[CH3:2].Cl[C:27]1[CH:32]=[CH:31][N:30]=[CH:29][C:28]=1[N+:33]([O-:35])=[O:34]. Given the product [Si:1]([O:8][C@@H:9]1[C@@H:14]([CH:15]2[CH2:17][CH2:16]2)[CH2:13][N:12]([C:27]2[CH:32]=[CH:31][N:30]=[CH:29][C:28]=2[N+:33]([O-:35])=[O:34])[CH2:11][C@H:10]1[NH:18][C:19](=[O:25])[O:20][C:21]([CH3:24])([CH3:23])[CH3:22])([C:4]([CH3:7])([CH3:6])[CH3:5])([CH3:3])[CH3:2], predict the reactants needed to synthesize it. (6) Given the product [C:42]([C@@H:39]1[CH2:40][CH2:41][C@H:37]([NH:36][C:34](=[O:35])[CH2:33][C:7]2[CH:6]=[C:5]([CH:10]=[CH:9][C:8]=2[O:11][CH2:12][CH2:13][CH2:14][C:15]2[CH:16]=[CH:17][C:18]([O:21][CH2:22][C:23]3[CH:24]=[CH:25][C:26]([O:29][CH:30]([CH3:31])[CH3:32])=[CH:27][CH:28]=3)=[CH:19][CH:20]=2)[C:4]([OH:46])=[O:3])[CH2:38]1)([OH:44])=[O:43], predict the reactants needed to synthesize it. The reactants are: C([O:3][C:4](=[O:46])[C:5]1[CH:10]=[CH:9][C:8]([O:11][CH2:12][CH2:13][CH2:14][C:15]2[CH:20]=[CH:19][C:18]([O:21][CH2:22][C:23]3[CH:28]=[CH:27][C:26]([O:29][CH:30]([CH3:32])[CH3:31])=[CH:25][CH:24]=3)=[CH:17][CH:16]=2)=[C:7]([CH2:33][C:34]([NH:36][C@H:37]2[CH2:41][CH2:40][C@@H:39]([C:42]([O:44]C)=[O:43])[CH2:38]2)=[O:35])[CH:6]=1)C.[OH-].[Na+]. (7) Given the product [Br:3][C:4]1[CH:9]=[C:8]([CH2:10][C:11]([CH3:13])([CH3:14])[CH3:12])[CH:7]=[CH:6][C:5]=1[CH2:16][CH:17]([CH3:21])[C:18]([OH:20])=[O:19], predict the reactants needed to synthesize it. The reactants are: [OH-].[K+].[Br:3][C:4]1[CH:9]=[C:8]([C:10](=O)[C:11]([CH3:14])([CH3:13])[CH3:12])[CH:7]=[CH:6][C:5]=1[CH2:16][CH:17]([CH3:21])[C:18]([OH:20])=[O:19].O.NN.